From a dataset of Reaction yield outcomes from USPTO patents with 853,638 reactions. Predict the reaction yield, written as a fraction of the theoretical maximum amount of product (1.0 means a 100% yield; for example, 0.34 means a 34% yield). (1) The reactants are [F:1][C:2]1[CH:7]=[CH:6][C:5]([F:8])=[CH:4][C:3]=1/[CH:9]=[CH:10]/[CH2:11][NH:12][CH:13]1[CH2:18][CH2:17][N:16]([CH2:19][CH2:20][N:21]2[C:26]3[CH:27]=[C:28]([C:31]#[N:32])[CH:29]=[CH:30][C:25]=3[O:24][CH2:23][C:22]2=[O:33])[CH2:15][CH2:14]1.[N+](=[CH:36][C:37]([O:39][CH2:40][CH3:41])=[O:38])=[N-]. The catalyst is ClCCl.C([O-])(=O)C.[Rh+2].C([O-])(=O)C. The product is [C:31]([C:28]1[CH:29]=[CH:30][C:25]2[O:24][CH2:23][C:22](=[O:33])[N:21]([CH2:20][CH2:19][N:16]3[CH2:17][CH2:18][CH:13]([N:12]([CH2:11]/[CH:10]=[CH:9]/[C:3]4[CH:4]=[C:5]([F:8])[CH:6]=[CH:7][C:2]=4[F:1])[CH2:36][C:37]([O:39][CH2:40][CH3:41])=[O:38])[CH2:14][CH2:15]3)[C:26]=2[CH:27]=1)#[N:32]. The yield is 0.0500. (2) The reactants are [CH:1]1([CH2:7][N:8]2[C:12]([C:13]3[CH2:17][C:16]4([CH2:22][CH2:21][CH2:20][CH2:19][CH2:18]4)[NH:15][N:14]=3)=[CH:11][C:10]([C:23]([O:25]CC)=[O:24])=[C:9]2[CH3:28])[CH2:6][CH2:5][CH2:4][CH2:3][CH2:2]1.O.NN. The catalyst is CO. The product is [CH:1]1([CH2:7][N:8]2[C:12]([C:13]3[CH2:17][C:16]4([CH2:18][CH2:19][CH2:20][CH2:21][CH2:22]4)[NH:15][N:14]=3)=[CH:11][C:10]([C:23]([OH:25])=[O:24])=[C:9]2[CH3:28])[CH2:6][CH2:5][CH2:4][CH2:3][CH2:2]1. The yield is 0.480. (3) The reactants are Br[C:2]1[CH:3]=[C:4]2[C:10]([C:11]3[CH:15]=[CH:14][N:13]([CH2:16][C:17]4[CH:22]=[C:21]([F:23])[CH:20]=[C:19]([F:24])[CH:18]=4)[N:12]=3)=[CH:9][N:8]([S:25]([C:28]3[CH:34]=[CH:33][C:31]([CH3:32])=[CH:30][CH:29]=3)(=[O:27])=[O:26])[C:5]2=[N:6][CH:7]=1.[CH3:35][S:36]([NH:39][C:40]1[CH:45]=[C:44](B2OC(C)(C)C(C)(C)O2)[CH:43]=[CH:42][C:41]=1[N:55]1[CH2:60][CH2:59][N:58]([C:61]([O:63][C:64]([CH3:67])([CH3:66])[CH3:65])=[O:62])[CH2:57][CH2:56]1)(=[O:38])=[O:37].C(=O)([O-])[O-].[Na+].[Na+]. The catalyst is C1(C)C=CC=CC=1.C(O)C.O.C(OCC)(=O)C.CCCCCC.C1C=CC([P]([Pd]([P](C2C=CC=CC=2)(C2C=CC=CC=2)C2C=CC=CC=2)([P](C2C=CC=CC=2)(C2C=CC=CC=2)C2C=CC=CC=2)[P](C2C=CC=CC=2)(C2C=CC=CC=2)C2C=CC=CC=2)(C2C=CC=CC=2)C2C=CC=CC=2)=CC=1. The product is [F:23][C:21]1[CH:22]=[C:17]([CH:18]=[C:19]([F:24])[CH:20]=1)[CH2:16][N:13]1[CH:14]=[CH:15][C:11]([C:10]2[C:4]3[C:5](=[N:6][CH:7]=[C:2]([C:44]4[CH:43]=[CH:42][C:41]([N:55]5[CH2:56][CH2:57][N:58]([C:61]([O:63][C:64]([CH3:65])([CH3:66])[CH3:67])=[O:62])[CH2:59][CH2:60]5)=[C:40]([NH:39][S:36]([CH3:35])(=[O:37])=[O:38])[CH:45]=4)[CH:3]=3)[N:8]([S:25]([C:28]3[CH:29]=[CH:30][C:31]([CH3:32])=[CH:33][CH:34]=3)(=[O:26])=[O:27])[CH:9]=2)=[N:12]1. The yield is 0.399. (4) The yield is 0.390. The catalyst is C(Cl)Cl. The product is [F:1][C@H:2]1[CH2:6][N:5]([C:16](=[O:17])[C@@H:15]([NH:19][C@H:20]([C:25]2[CH:30]=[CH:29][C:28]([C:31]3[CH:36]=[CH:35][C:34]([S:37]([CH3:40])(=[O:39])=[O:38])=[CH:33][CH:32]=3)=[CH:27][CH:26]=2)[C:21]([F:24])([F:22])[F:23])[CH2:14][CH:13]([CH3:41])[CH3:12])[C@@H:4]2[C@@H:7]([OH:10])[CH2:8][O:9][C@H:3]12. The reactants are [F:1][C@H:2]1[CH2:6][NH2+:5][C@@H:4]2[C@@H:7]([OH:10])[CH2:8][O:9][C@H:3]12.[Cl-].[CH3:12][CH:13]([CH3:41])[CH2:14][C@H:15]([NH:19][C@H:20]([C:25]1[CH:30]=[CH:29][C:28]([C:31]2[CH:36]=[CH:35][C:34]([S:37]([CH3:40])(=[O:39])=[O:38])=[CH:33][CH:32]=2)=[CH:27][CH:26]=1)[C:21]([F:24])([F:23])[F:22])[C:16](O)=[O:17].C1(N=C=NC2CCCCC2)CCCCC1.C(N(C(C)C)CC)(C)C.